From a dataset of Forward reaction prediction with 1.9M reactions from USPTO patents (1976-2016). Predict the product of the given reaction. (1) The product is: [Cl:36][C:20]1[N:21]([C@H:24]2[CH2:28][CH2:27][N:26]([S:65]([CH3:64])(=[O:67])=[O:66])[CH2:25]2)[C:22]2[C:18]([N:19]=1)=[C:17]([N:37]1[CH2:42][CH2:41][O:40][CH2:39][CH2:38]1)[N:16]=[C:15]([C:12]1[CH:13]=[N:14][C:9]([NH2:8])=[N:10][CH:11]=1)[N:23]=2. Given the reactants C(OC([N:8](C(OC(C)(C)C)=O)[C:9]1[N:14]=[CH:13][C:12]([C:15]2[N:23]=[C:22]3[C:18]([N:19]=[C:20]([Cl:36])[N:21]3[C@H:24]3[CH2:28][CH2:27][N:26](C(OC(C)(C)C)=O)[CH2:25]3)=[C:17]([N:37]3[CH2:42][CH2:41][O:40][CH2:39][CH2:38]3)[N:16]=2)=[CH:11][N:10]=1)=O)(C)(C)C.FC(F)(F)C(O)=O.C(N(CC)CC)C.[CH3:64][S:65](Cl)(=[O:67])=[O:66], predict the reaction product. (2) Given the reactants [Cl:1][C:2]1[CH:3]=[C:4]([C:9]([C@H:11]2[CH2:13][C@@H:12]2[C:14]([O:16][CH2:17][CH2:18][O:19]C2CCCCO2)=[O:15])=[O:10])[CH:5]=[CH:6][C:7]=1[Cl:8], predict the reaction product. The product is: [Cl:1][C:2]1[CH:3]=[C:4]([C:9]([C@H:11]2[CH2:13][C@@H:12]2[C:14]([O:16][CH2:17][CH2:18][OH:19])=[O:15])=[O:10])[CH:5]=[CH:6][C:7]=1[Cl:8]. (3) Given the reactants [Br:1][C:2]1[CH:7]=[CH:6][C:5]([C:8](=[N:22][O:23][CH2:24][CH3:25])[CH:9]2[CH2:14][CH2:13][N:12]([C:15]3([CH3:21])[CH2:20][CH2:19][NH:18][CH2:17][CH2:16]3)[CH2:11][CH2:10]2)=[CH:4][CH:3]=1.[N:26]1[C:35]2[C:30](=[CH:31][CH:32]=[CH:33][CH:34]=2)[N:29]=[CH:28][C:27]=1[C:36](O)=[O:37].CCN(CC)CC.CN(C(ON1N=NC2C=CC=NC1=2)=[N+](C)C)C.F[P-](F)(F)(F)(F)F, predict the reaction product. The product is: [Br:1][C:2]1[CH:7]=[CH:6][C:5]([C:8](=[N:22][O:23][CH2:24][CH3:25])[CH:9]2[CH2:10][CH2:11][N:12]([C:15]3([CH3:21])[CH2:20][CH2:19][N:18]([C:36]([C:27]4[CH:28]=[N:29][C:30]5[C:35](=[CH:34][CH:33]=[CH:32][CH:31]=5)[N:26]=4)=[O:37])[CH2:17][CH2:16]3)[CH2:13][CH2:14]2)=[CH:4][CH:3]=1. (4) The product is: [CH3:1][N:2]1[C:6]([C:7]([Cl:16])=[O:8])=[CH:5][C:4]([C:10]([F:13])([F:12])[F:11])=[N:3]1. Given the reactants [CH3:1][N:2]1[C:6]([C:7](O)=[O:8])=[CH:5][C:4]([C:10]([F:13])([F:12])[F:11])=[N:3]1.S(Cl)([Cl:16])=O, predict the reaction product. (5) Given the reactants [NH2:1][C:2]1[N:3]=[CH:4][C:5]2[CH2:6][C:7](=[O:18])[NH:8][C:9]3[CH:16]=[C:15]([Cl:17])[CH:14]=[CH:13][C:10]=3[C:11]=2[N:12]=1.Br[C:20]1[CH:21]=[C:22]([CH2:28][CH2:29][CH2:30][N:31]([CH3:33])[CH3:32])[C:23]([O:26][CH3:27])=[N:24][CH:25]=1.CC(C1C=C(C(C)C)C(C2C=CC=CC=2P(C2CCCCC2)C2CCCCC2)=C(C(C)C)C=1)C, predict the reaction product. The product is: [Cl:17][C:15]1[CH:14]=[CH:13][C:10]2[C:11]3[N:12]=[C:2]([NH:1][C:20]4[CH:25]=[N:24][C:23]([O:26][CH3:27])=[C:22]([CH2:28][CH2:29][CH2:30][N:31]([CH3:32])[CH3:33])[CH:21]=4)[N:3]=[CH:4][C:5]=3[CH2:6][C:7](=[O:18])[NH:8][C:9]=2[CH:16]=1. (6) Given the reactants [Br:1][C:2]1[CH:10]=[CH:9][C:5]([C:6]([OH:8])=[O:7])=[C:4](Cl)[CH:3]=1.[C:12]1([OH:18])[CH:17]=[CH:16][CH:15]=[CH:14][CH:13]=1.F[P-](F)(F)(F)(F)F.C(=O)([O-])[O-].[Cs+].[Cs+], predict the reaction product. The product is: [Br:1][C:2]1[CH:10]=[CH:9][C:5]([C:6]([OH:8])=[O:7])=[C:4]([O:18][C:12]2[CH:17]=[CH:16][CH:15]=[CH:14][CH:13]=2)[CH:3]=1. (7) Given the reactants O[C:2]1[C:7]([C:8]([NH:10][C:11]2[CH:16]=[CH:15][C:14]([CH3:17])=[CH:13][CH:12]=2)=[O:9])=[C:6]([S:18][CH3:19])[N:5]=[C:4]([C:20]2[CH:25]=[CH:24][C:23]([S:26][CH3:27])=[CH:22][CH:21]=2)[N:3]=1.C(=O)(O)[O-].[Na+].P(Cl)(Cl)([Cl:35])=O, predict the reaction product. The product is: [Cl:35][C:2]1[C:7]([C:8]([NH:10][C:11]2[CH:16]=[CH:15][C:14]([CH3:17])=[CH:13][CH:12]=2)=[O:9])=[C:6]([S:18][CH3:19])[N:5]=[C:4]([C:20]2[CH:25]=[CH:24][C:23]([S:26][CH3:27])=[CH:22][CH:21]=2)[N:3]=1. (8) Given the reactants [F:1][C:2]1[C:3]([CH3:12])=[C:4]([C:8]([F:11])=[CH:9][CH:10]=1)[C:5]([OH:7])=O.[CH3:13][O:14][C:15]1[CH:16]=[C:17]([CH3:25])[CH:18]=[C:19]([O:23][CH3:24])[C:20]=1[O:21][CH3:22].O=P12OP3(OP(OP(O3)(O1)=O)(=O)O2)=O.COC(OC)(OC)C1C=CC=CC=1, predict the reaction product. The product is: [F:11][C:8]1[CH:9]=[CH:10][C:2]([F:1])=[C:3]([CH3:12])[C:4]=1[C:5]([C:18]1[C:19]([O:23][CH3:24])=[C:20]([O:21][CH3:22])[C:15]([O:14][CH3:13])=[CH:16][C:17]=1[CH3:25])=[O:7]. (9) Given the reactants COCCO[AlH2-]OCCOC.[Na+].C(O[C:18]([NH:20][C@H:21]1[CH2:26][CH2:25][C@H:24]([C:27](O)=[O:28])[CH2:23][CH2:22]1)=O)(C)(C)C, predict the reaction product. The product is: [CH3:18][NH:20][C@H:21]1[CH2:26][CH2:25][C@H:24]([CH2:27][OH:28])[CH2:23][CH2:22]1.